This data is from Reaction yield outcomes from USPTO patents with 853,638 reactions. The task is: Predict the reaction yield, written as a fraction of the theoretical maximum amount of product (1.0 means a 100% yield; for example, 0.34 means a 34% yield). The reactants are [NH2:1][C:2]1[N:7]=[CH:6][C:5]([C:8]([N:10]2[CH2:15][CH2:14][O:13][CH2:12][CH2:11]2)=[O:9])=[CH:4][CH:3]=1.Br[C:17]1[C:18](=[O:25])[N:19]([CH3:24])[CH:20]=[C:21]([Br:23])[CH:22]=1. No catalyst specified. The product is [Br:23][C:21]1[CH:22]=[C:17]([NH:1][C:2]2[CH:3]=[CH:4][C:5]([C:8]([N:10]3[CH2:15][CH2:14][O:13][CH2:12][CH2:11]3)=[O:9])=[CH:6][N:7]=2)[C:18](=[O:25])[N:19]([CH3:24])[CH:20]=1. The yield is 0.210.